Dataset: Forward reaction prediction with 1.9M reactions from USPTO patents (1976-2016). Task: Predict the product of the given reaction. (1) Given the reactants [CH3:1][C:2]1[O:6][C:5]([C:7]2[CH:8]=[C:9]([CH3:13])[CH:10]=[CH:11][CH:12]=2)=[N:4][C:3]=1[CH2:14][O:15][C@H:16]1[CH2:21][CH2:20][CH2:19][C@@H:18]([O:22][CH2:23][C:24]2([C:27]([O:29]CC)=[O:28])[CH2:26][CH2:25]2)[CH2:17]1.[OH-].[Na+], predict the reaction product. The product is: [CH3:1][C:2]1[O:6][C:5]([C:7]2[CH:8]=[C:9]([CH3:13])[CH:10]=[CH:11][CH:12]=2)=[N:4][C:3]=1[CH2:14][O:15][C@H:16]1[CH2:21][CH2:20][CH2:19][C@@H:18]([O:22][CH2:23][C:24]2([C:27]([OH:29])=[O:28])[CH2:26][CH2:25]2)[CH2:17]1. (2) The product is: [OH:26][C:3]1([C:2]([F:28])([F:27])[F:1])[CH2:17][C:18]2[C:19](=[CH:20][CH:21]=[CH:22][CH:23]=2)[O:24][CH:4]1[NH:5][C:6]1[CH:15]=[CH:14][CH:13]=[C:12]2[C:7]=1[CH:8]=[CH:9][NH:10][C:11]2=[O:16]. Given the reactants [F:1][C:2]([F:28])([F:27])[C:3]([OH:26])([CH2:17][C:18]1[CH:23]=[CH:22][CH:21]=[CH:20][C:19]=1[O:24]C)[CH:4]=[N:5][C:6]1[CH:15]=[CH:14][CH:13]=[C:12]2[C:7]=1[CH:8]=[CH:9][NH:10][C:11]2=[O:16].B(Br)(Br)Br, predict the reaction product. (3) Given the reactants [C:1]([O:5][C:6](=[O:11])[CH2:7][C:8](=[O:10])[CH3:9])([CH3:4])([CH3:3])[CH3:2].[N:12]([O-])=[O:13].[Na+], predict the reaction product. The product is: [C:1]([O:5][C:6](=[O:11])[C:7](=[N:12][OH:13])[C:8](=[O:10])[CH3:9])([CH3:4])([CH3:2])[CH3:3]. (4) Given the reactants [O:1]1[C:5]2[CH:6]=[C:7]([NH:10][C:11]3[C:12]4[N:13]([CH:18]=[CH:19][N:20]=4)[CH:14]=[C:15](Br)[N:16]=3)[CH:8]=[CH:9][C:4]=2[CH:3]=[N:2]1.S(O)(O)(=O)=O.[NH2:26][C:27]1[CH:28]=[C:29](B(O)O)[CH:30]=[CH:31][CH:32]=1.N[C:37]1[CH:38]=[C:39](B(O)O)[CH:40]=[CH:41][CH:42]=1.[C:46]([O-:49])([O-])=O.[Na+].[Na+], predict the reaction product. The product is: [O:1]1[C:5]2[CH:6]=[C:7]([NH:10][C:11]3[C:12]4[N:13]([CH:18]=[CH:19][N:20]=4)[CH:14]=[C:15]([C:31]4[CH:32]=[C:27]([NH:26][C:46](=[O:49])[C:42]5[CH:41]=[CH:40][C:39]([C:4]([CH3:9])([CH3:5])[CH3:3])=[CH:38][CH:37]=5)[CH:28]=[CH:29][CH:30]=4)[N:16]=3)[CH:8]=[CH:9][C:4]=2[CH:3]=[N:2]1.